Dataset: Reaction yield outcomes from USPTO patents with 853,638 reactions. Task: Predict the reaction yield, written as a fraction of the theoretical maximum amount of product (1.0 means a 100% yield; for example, 0.34 means a 34% yield). (1) The reactants are C[O:2][C:3]([C:5]1[CH2:14][C:13](=[O:15])[C:12]2[C:7](=[C:8](Cl)[C:9]([CH3:17])=[C:10](Cl)[CH:11]=2)[N:6]=1)=[O:4].O[Li].O. The catalyst is CO.O.[Pd]. The product is [C:3]([C:5]1[CH2:14][C:13](=[O:15])[C:12]2[C:7](=[CH:8][C:9]([CH3:17])=[CH:10][CH:11]=2)[N:6]=1)([OH:4])=[O:2]. The yield is 0.900. (2) The reactants are [S:1]1[CH:5]=[CH:4][C:3]2[C:6](=O)[CH2:7][CH2:8][C:2]1=2.[Cl:10][C:11]1[CH:12]=[C:13]([N:18]=[C:19]=S)[CH:14]=[CH:15][C:16]=1[Cl:17].C[Si](C)(C)[Si](C)(C)C.[Li].O.[NH2:31][NH2:32]. The catalyst is C1COCC1.O.C(O)(=O)C. The product is [Cl:10][C:11]1[CH:12]=[C:13]([NH:18][C:19]2[C:7]3[CH2:8][C:2]4[S:1][CH:5]=[CH:4][C:3]=4[C:6]=3[NH:32][N:31]=2)[CH:14]=[CH:15][C:16]=1[Cl:17]. The yield is 0.300. (3) The reactants are CCN(C(C)C)C(C)C.[O:10]1[C:14]2[CH:15]=[CH:16][C:17]([C:19]3[NH:23][N:22]=[C:21]([C:24]([OH:26])=O)[CH:20]=3)=[CH:18][C:13]=2[O:12][CH2:11]1.C1C=CC2N(O)N=NC=2C=1.CCN=C=NCCCN(C)C.Cl.[NH2:49][CH2:50][C:51]([N:53]1[CH2:58][CH2:57][N:56]([C:59](=[O:70])[C:60]2[CH:65]=[CH:64][CH:63]=[CH:62][C:61]=2[C:66]([F:69])([F:68])[F:67])[CH2:55][CH2:54]1)=[O:52]. The catalyst is O.CN(C=O)C. The product is [O:52]=[C:51]([N:53]1[CH2:54][CH2:55][N:56]([C:59](=[O:70])[C:60]2[CH:65]=[CH:64][CH:63]=[CH:62][C:61]=2[C:66]([F:69])([F:68])[F:67])[CH2:57][CH2:58]1)[CH2:50][NH:49][C:24]([C:21]1[CH:20]=[C:19]([C:17]2[CH:16]=[CH:15][C:14]3[O:10][CH2:11][O:12][C:13]=3[CH:18]=2)[NH:23][N:22]=1)=[O:26]. The yield is 0.950. (4) The reactants are [Cl:1][C:2]1[CH:9]=[C:8]([F:10])[C:5]([CH2:6]Br)=[C:4]([F:11])[CH:3]=1.[C-:12]#[N:13].[K+]. The catalyst is C(O)C.O. The product is [Cl:1][C:2]1[CH:9]=[C:8]([F:10])[C:5]([CH2:6][C:12]#[N:13])=[C:4]([F:11])[CH:3]=1. The yield is 0.570. (5) The reactants are [CH3:1][C@H:2]1[CH2:11][NH:10][C:9]2[C:4](=[CH:5][CH:6]=[C:7]([B:12]3[O:16][C:15]([CH3:18])([CH3:17])[C:14]([CH3:20])([CH3:19])[O:13]3)[CH:8]=2)[N:3]1[C:21](=[O:23])[CH3:22].C(N(CC)C(C)C)(C)C.[O:33]1[CH:37]=[CH:36][CH:35]=[C:34]1[C:38](Cl)=[O:39]. The catalyst is O1CCOCC1. The product is [O:33]1[CH:37]=[CH:36][CH:35]=[C:34]1[C:38]([N:10]1[C:9]2[C:4](=[CH:5][CH:6]=[C:7]([B:12]3[O:16][C:15]([CH3:17])([CH3:18])[C:14]([CH3:20])([CH3:19])[O:13]3)[CH:8]=2)[N:3]([C:21](=[O:23])[CH3:22])[C@@H:2]([CH3:1])[CH2:11]1)=[O:39]. The yield is 0.660. (6) The reactants are [Li][CH2:2]CCC.[Br:6][C:7]1[CH:8]=[C:9]([CH2:13][CH2:14][CH:15]=O)[CH:10]=[CH:11][CH:12]=1. The catalyst is [Br-].C[P+](C1C=CC=CC=1)(C1C=CC=CC=1)C1C=CC=CC=1.C1COCC1. The product is [Br:6][C:7]1[CH:12]=[CH:11][CH:10]=[C:9]([CH2:13][CH2:14][CH:15]=[CH2:2])[CH:8]=1. The yield is 0.500. (7) The reactants are Cl[CH:2]([F:4])[F:3].[OH:5][C:6]1[C:11]2[O:12][CH:13]([CH3:17])[C:14](=[O:16])[NH:15][C:10]=2[CH:9]=[C:8]([CH:18]=[O:19])[CH:7]=1.C([O-])([O-])=O.[Cs+].[Cs+]. The catalyst is CN(C=O)C. The product is [F:3][CH:2]([F:4])[O:5][C:6]1[C:11]2[O:12][CH:13]([CH3:17])[C:14](=[O:16])[NH:15][C:10]=2[CH:9]=[C:8]([CH:18]=[O:19])[CH:7]=1. The yield is 0.570. (8) The reactants are Br[CH2:2][CH2:3][O:4][C:5]1[CH:10]=[CH:9][C:8]([CH:11]2[CH2:16][CH2:15][N:14]([C:17]3[CH:18]=[CH:19][C:20]4[N:21]([C:23]([C:26]([F:29])([F:28])[F:27])=[N:24][N:25]=4)[N:22]=3)[CH2:13][CH2:12]2)=[CH:7][CH:6]=1.[CH2:30]([N:32]1[CH2:37][CH2:36][NH:35][CH2:34][C:33]1=[O:38])[CH3:31].C(OCC)C. The catalyst is CN(C=O)C.C(Cl)Cl. The product is [CH2:30]([N:32]1[CH2:37][CH2:36][N:35]([CH2:2][CH2:3][O:4][C:5]2[CH:10]=[CH:9][C:8]([CH:11]3[CH2:16][CH2:15][N:14]([C:17]4[CH:18]=[CH:19][C:20]5[N:21]([C:23]([C:26]([F:29])([F:28])[F:27])=[N:24][N:25]=5)[N:22]=4)[CH2:13][CH2:12]3)=[CH:7][CH:6]=2)[CH2:34][C:33]1=[O:38])[CH3:31]. The yield is 0.700. (9) The reactants are [C-:1]#[N:2].[K+].Cl[CH2:5][CH2:6][C:7]1[CH:8]=[C:9]2[C:13](=[CH:14][CH:15]=1)[NH:12][C:11](=[O:16])[CH2:10]2. The catalyst is CS(C)=O. The product is [C:1]([CH2:5][CH2:6][C:7]1[CH:8]=[C:9]2[C:13](=[CH:14][CH:15]=1)[NH:12][C:11](=[O:16])[CH2:10]2)#[N:2]. The yield is 0.420. (10) The reactants are Br[C:2]1[CH:11]=[C:10]2[C:5]([C:6](Cl)=[C:7]([CH2:12][CH2:13][Cl:14])[N:8]=[N:9]2)=[CH:4][CH:3]=1.[C:16]([C:18]1[CH:23]=[CH:22][C:21](B(O)O)=[CH:20][CH:19]=1)#[N:17].C([O-])([O-])=O.[Na+].[Na+].N. The catalyst is C(O)(C)C.C1(C)C=CC=CC=1.O.Cl[Pd](Cl)([P](C1C=CC=CC=1)(C1C=CC=CC=1)C1C=CC=CC=1)[P](C1C=CC=CC=1)(C1C=CC=CC=1)C1C=CC=CC=1. The product is [Cl:14][CH2:13][CH2:12][C:7]1[N:8]=[N:9][C:10]2[C:5]([CH:6]=1)=[CH:4][CH:3]=[C:2]([C:21]1[CH:22]=[CH:23][C:18]([C:16]#[N:17])=[CH:19][CH:20]=1)[CH:11]=2. The yield is 0.500.